This data is from Forward reaction prediction with 1.9M reactions from USPTO patents (1976-2016). The task is: Predict the product of the given reaction. (1) Given the reactants CN([CH:4]=[O:5])C.O=P(Cl)(Cl)Cl.[CH2:11]([N:14]1[CH:18]=[CH:17][CH:16]=[C:15]1[C:19]([C:21]1[CH:26]=[CH:25][C:24]([O:27][CH3:28])=[CH:23][CH:22]=1)=[O:20])[CH:12]=[CH2:13].C([O-])(=O)C.[Na+], predict the reaction product. The product is: [CH:4]([C:17]1[CH:16]=[C:15]([C:19]([C:21]2[CH:22]=[CH:23][C:24]([O:27][CH3:28])=[CH:25][CH:26]=2)=[O:20])[N:14]([CH2:11][CH:12]=[CH2:13])[CH:18]=1)=[O:5]. (2) Given the reactants [Cl:1][C:2]1[CH:7]=[C:6]([I:8])[CH:5]=[CH:4][C:3]=1[NH:9][C:10]1[N:15]([CH3:16])[C:14](=[O:17])[C:13]2[CH2:18][CH2:19][CH2:20][C:12]=2[C:11]=1[C:21](OCC)=[O:22].[Si:26]([O:33][CH2:34][CH2:35][O:36][NH2:37])([C:29]([CH3:32])([CH3:31])[CH3:30])([CH3:28])[CH3:27].[Li+].C[Si]([N-][Si](C)(C)C)(C)C, predict the reaction product. The product is: [Si:26]([O:33][CH2:34][CH2:35][O:36][NH:37][C:21]([C:11]1[C:12]2[CH2:20][CH2:19][CH2:18][C:13]=2[C:14](=[O:17])[N:15]([CH3:16])[C:10]=1[NH:9][C:3]1[CH:4]=[CH:5][C:6]([I:8])=[CH:7][C:2]=1[Cl:1])=[O:22])([C:29]([CH3:32])([CH3:31])[CH3:30])([CH3:28])[CH3:27].